Dataset: NCI-60 drug combinations with 297,098 pairs across 59 cell lines. Task: Regression. Given two drug SMILES strings and cell line genomic features, predict the synergy score measuring deviation from expected non-interaction effect. (1) Drug 1: CC(C1=C(C=CC(=C1Cl)F)Cl)OC2=C(N=CC(=C2)C3=CN(N=C3)C4CCNCC4)N. Drug 2: CC1=C(C(CCC1)(C)C)C=CC(=CC=CC(=CC(=O)O)C)C. Cell line: U251. Synergy scores: CSS=-7.25, Synergy_ZIP=2.62, Synergy_Bliss=-3.26, Synergy_Loewe=-10.1, Synergy_HSA=-9.18. (2) Drug 1: COC1=CC(=CC(=C1O)OC)C2C3C(COC3=O)C(C4=CC5=C(C=C24)OCO5)OC6C(C(C7C(O6)COC(O7)C8=CC=CS8)O)O. Drug 2: CN(CC1=CN=C2C(=N1)C(=NC(=N2)N)N)C3=CC=C(C=C3)C(=O)NC(CCC(=O)O)C(=O)O. Cell line: KM12. Synergy scores: CSS=21.1, Synergy_ZIP=-5.28, Synergy_Bliss=-7.72, Synergy_Loewe=4.79, Synergy_HSA=1.88. (3) Drug 1: C1=NC2=C(N=C(N=C2N1C3C(C(C(O3)CO)O)F)Cl)N. Drug 2: CC=C1C(=O)NC(C(=O)OC2CC(=O)NC(C(=O)NC(CSSCCC=C2)C(=O)N1)C(C)C)C(C)C. Cell line: SK-OV-3. Synergy scores: CSS=50.8, Synergy_ZIP=-1.15, Synergy_Bliss=-0.241, Synergy_Loewe=0.463, Synergy_HSA=1.77. (4) Drug 1: CNC(=O)C1=NC=CC(=C1)OC2=CC=C(C=C2)NC(=O)NC3=CC(=C(C=C3)Cl)C(F)(F)F. Drug 2: C1CN(P(=O)(OC1)NCCCl)CCCl. Cell line: HCC-2998. Synergy scores: CSS=4.06, Synergy_ZIP=5.96, Synergy_Bliss=7.25, Synergy_Loewe=3.51, Synergy_HSA=-0.590. (5) Drug 1: COC1=CC(=CC(=C1O)OC)C2C3C(COC3=O)C(C4=CC5=C(C=C24)OCO5)OC6C(C(C7C(O6)COC(O7)C8=CC=CS8)O)O. Drug 2: C1CN1P(=S)(N2CC2)N3CC3. Cell line: NCI-H322M. Synergy scores: CSS=-2.49, Synergy_ZIP=8.96, Synergy_Bliss=-4.64, Synergy_Loewe=-14.5, Synergy_HSA=-9.64. (6) Drug 1: CCC1(CC2CC(C3=C(CCN(C2)C1)C4=CC=CC=C4N3)(C5=C(C=C6C(=C5)C78CCN9C7C(C=CC9)(C(C(C8N6C=O)(C(=O)OC)O)OC(=O)C)CC)OC)C(=O)OC)O.OS(=O)(=O)O. Drug 2: CCC1(CC2CC(C3=C(CCN(C2)C1)C4=CC=CC=C4N3)(C5=C(C=C6C(=C5)C78CCN9C7C(C=CC9)(C(C(C8N6C)(C(=O)OC)O)OC(=O)C)CC)OC)C(=O)OC)O.OS(=O)(=O)O. Cell line: LOX IMVI. Synergy scores: CSS=30.2, Synergy_ZIP=3.98, Synergy_Bliss=7.12, Synergy_Loewe=-12.9, Synergy_HSA=2.39. (7) Drug 1: CCC1=CC2CC(C3=C(CN(C2)C1)C4=CC=CC=C4N3)(C5=C(C=C6C(=C5)C78CCN9C7C(C=CC9)(C(C(C8N6C)(C(=O)OC)O)OC(=O)C)CC)OC)C(=O)OC.C(C(C(=O)O)O)(C(=O)O)O. Drug 2: C1=CC(=CC=C1C#N)C(C2=CC=C(C=C2)C#N)N3C=NC=N3. Cell line: NCIH23. Synergy scores: CSS=48.6, Synergy_ZIP=-0.196, Synergy_Bliss=-0.213, Synergy_Loewe=-24.5, Synergy_HSA=0.650. (8) Drug 1: CC1=C2C(C(=O)C3(C(CC4C(C3C(C(C2(C)C)(CC1OC(=O)C(C(C5=CC=CC=C5)NC(=O)OC(C)(C)C)O)O)OC(=O)C6=CC=CC=C6)(CO4)OC(=O)C)OC)C)OC. Drug 2: CC(CN1CC(=O)NC(=O)C1)N2CC(=O)NC(=O)C2. Cell line: HCT-15. Synergy scores: CSS=71.6, Synergy_ZIP=16.1, Synergy_Bliss=15.3, Synergy_Loewe=5.65, Synergy_HSA=19.2.